Dataset: Full USPTO retrosynthesis dataset with 1.9M reactions from patents (1976-2016). Task: Predict the reactants needed to synthesize the given product. (1) Given the product [C:11]([O:10][C:8]([N:2]1[CH2:3][C:4]2([CH2:7][N:6]([C:16]3[CH:21]=[N:20][C:19]([N+:22]([O-:24])=[O:23])=[CH:18][CH:17]=3)[CH2:5]2)[CH2:1]1)=[O:9])([CH3:14])([CH3:13])[CH3:12], predict the reactants needed to synthesize it. The reactants are: [CH2:1]1[C:4]2([CH2:7][NH:6][CH2:5]2)[CH2:3][N:2]1[C:8]([O:10][C:11]([CH3:14])([CH3:13])[CH3:12])=[O:9].Br[C:16]1[CH:17]=[CH:18][C:19]([N+:22]([O-:24])=[O:23])=[N:20][CH:21]=1.CS(C)=O. (2) Given the product [CH:31]12[CH2:40][CH:35]3[CH2:36][CH:37]([CH2:39][CH:33]([CH2:34]3)[CH:32]1[NH:41][C:17]([C:12]13[CH2:11][CH2:10][C:9]([CH2:8][CH2:7][CH2:6][S:3]([CH2:1][CH3:2])(=[O:4])=[O:5])([CH2:14][CH2:13]1)[CH2:16][CH2:15]3)=[O:19])[CH2:38]2, predict the reactants needed to synthesize it. The reactants are: [CH2:1]([S:3]([CH2:6][CH2:7][CH2:8][C:9]12[CH2:16][CH2:15][C:12]([C:17]([OH:19])=O)([CH2:13][CH2:14]1)[CH2:11][CH2:10]2)(=[O:5])=[O:4])[CH3:2].C(Cl)(=O)C(Cl)=O.CN(C=O)C.[CH:31]12[CH2:40][CH:35]3[CH2:36][CH:37]([CH2:39][CH:33]([CH2:34]3)[CH:32]1[NH2:41])[CH2:38]2. (3) Given the product [Cl:8][C:43]1[CH:44]=[CH:45][C:40]([N:35]([C@H:28]2[C:29]3[C:34](=[CH:33][CH:32]=[CH:31][CH:30]=3)[N:25]([C:23](=[O:24])[C:22]3[CH:47]=[CH:48][C:19]([OH:18])=[CH:20][CH:21]=3)[C@@H:26]([CH3:46])[CH2:27]2)[C:36](=[O:39])[CH3:37])=[CH:41][CH:42]=1, predict the reactants needed to synthesize it. The reactants are: FC1C=CC(C([Cl:8])=O)=CC=1.C1(O)C=CC=CC=1.[OH:18][C:19]1[CH:48]=[CH:47][C:22]([C:23]([N:25]2[C:34]3[C:29](=[CH:30][CH:31]=[CH:32][CH:33]=3)[CH:28]([N:35]([C:40]3[CH:45]=[CH:44][CH:43]=[CH:42][CH:41]=3)[C:36](=[O:39])[CH2:37]C)[CH2:27][CH:26]2[CH3:46])=[O:24])=[CH:21][CH:20]=1. (4) Given the product [CH3:31][N:32]1[CH2:36][CH2:35][CH2:34][CH:33]1[CH2:37][CH2:38][NH:39][C:8](=[O:30])[NH:9][C:10]1[S:14][N:13]=[C:12]([O:15][CH2:16][C:17]2[C:22]([F:23])=[CH:21][C:20]([CH3:24])=[C:19]([F:25])[C:18]=2[F:26])[C:11]=1[C:27]([NH2:28])=[O:29], predict the reactants needed to synthesize it. The reactants are: C1(O[C:8](=[O:30])[NH:9][C:10]2[S:14][N:13]=[C:12]([O:15][CH2:16][C:17]3[C:22]([F:23])=[CH:21][C:20]([CH3:24])=[C:19]([F:25])[C:18]=3[F:26])[C:11]=2[C:27](=[O:29])[NH2:28])C=CC=CC=1.[CH3:31][N:32]1[CH2:36][CH2:35][CH2:34][CH:33]1[CH2:37][CH2:38][NH2:39]. (5) Given the product [CH2:25]([O:24][C:22]([C:12]1[CH:11]=[C:10]([S-:9])[N:14]([C:15]2[CH:20]=[CH:19][CH:18]=[CH:17][C:16]=2[F:21])[N:13]=1)=[O:23])[CH3:26].[Na+:35], predict the reactants needed to synthesize it. The reactants are: C(C(CCCC)COC(=O)CC[S:9][C:10]1[N:14]([C:15]2[CH:20]=[CH:19][CH:18]=[CH:17][C:16]=2[F:21])[N:13]=[C:12]([C:22]([O:24][CH2:25][CH3:26])=[O:23])[CH:11]=1)C.[O-]CC.[Na+:35].